This data is from Forward reaction prediction with 1.9M reactions from USPTO patents (1976-2016). The task is: Predict the product of the given reaction. (1) Given the reactants [C:1]([CH2:3][CH:4]([C:9]1[CH:14]=[CH:13][C:12]([F:15])=[CH:11][CH:10]=1)[C:5](OC)=[O:6])#[N:2], predict the reaction product. The product is: [F:15][C:12]1[CH:13]=[CH:14][C:9]([CH:4]2[CH2:3][CH2:1][NH:2][C:5]2=[O:6])=[CH:10][CH:11]=1. (2) Given the reactants [Cl:1][C:2]1[CH:7]=[C:6]([N:8]2[CH2:13][CH2:12][N:11]([CH3:14])[CH2:10][CH2:9]2)[N:5]=[CH:4][C:3]=1[NH2:15].F[C:17](F)(F)C(O)=O, predict the reaction product. The product is: [Cl:1][C:2]1[CH:7]=[C:6]([N:8]2[CH2:13][CH2:12][N:11]([CH3:14])[CH2:10][CH2:9]2)[N:5]=[CH:4][C:3]=1[NH:15][CH3:17].